Predict the reaction yield, written as a fraction of the theoretical maximum amount of product (1.0 means a 100% yield; for example, 0.34 means a 34% yield). From a dataset of Reaction yield outcomes from USPTO patents with 853,638 reactions. (1) The reactants are Cl.[C:2]1([C:8]2[CH:9]=[N:10][NH:11][CH:12]=2)[CH:7]=[CH:6][CH:5]=[CH:4][CH:3]=1.CCN(C(C)C)C(C)C.Cl[C:23](Cl)([O:25]C(=O)OC(Cl)(Cl)Cl)Cl.Cl.[NH2:35][CH2:36][C:37]([N:39]1[CH2:44][CH2:43][CH:42]([O:45][C:46]2[CH:51]=[CH:50][CH:49]=[CH:48][C:47]=2[Cl:52])[CH2:41][CH2:40]1)=[O:38].Cl.ClC1C=CC=CC=1OC1CCNCC1. The catalyst is C(Cl)Cl.O. The product is [Cl:52][C:47]1[CH:48]=[CH:49][CH:50]=[CH:51][C:46]=1[O:45][CH:42]1[CH2:43][CH2:44][N:39]([C:37](=[O:38])[CH2:36][NH:35][C:23]([N:10]2[CH:9]=[C:8]([C:2]3[CH:3]=[CH:4][CH:5]=[CH:6][CH:7]=3)[CH:12]=[N:11]2)=[O:25])[CH2:40][CH2:41]1. The yield is 0.176. (2) The reactants are [C:1]1([N:7]2[C:15]3[C:10](=[CH:11][CH:12]=[CH:13][CH:14]=3)[CH2:9][C:8]2=[O:16])[CH:6]=[CH:5][CH:4]=[CH:3][CH:2]=1.[OH-:17].[Na+].C([Li])CCC.C1CCCCC1.[CH3:30][O:31][C:32](=O)[O:33]C.Cl. The catalyst is O1CCCC1.O. The product is [CH3:30][O:31][C:32]([N:7]([C:1]1[CH:6]=[CH:5][CH:4]=[CH:3][CH:2]=1)[C:15]1[CH:14]=[CH:13][CH:12]=[CH:11][C:10]=1[CH2:9][C:8]([OH:16])=[O:17])=[O:33]. The yield is 0.750. (3) The product is [CH:1]([C:4]1[N:5]=[C:6](/[CH:9]=[CH:10]/[C:11]2[CH:36]=[CH:35][N:14]3[C:15](=[O:34])[C:16](/[CH:25]=[CH:26]/[C:27]([OH:29])=[O:28])=[C:17]([N:19]4[CH2:20][CH2:21][O:22][CH2:23][CH2:24]4)[N:18]=[C:13]3[CH:12]=2)[S:7][CH:8]=1)([CH3:3])[CH3:2]. The catalyst is O1CCOCC1. The yield is 0.810. The reactants are [CH:1]([C:4]1[N:5]=[C:6](/[CH:9]=[CH:10]/[C:11]2[CH:36]=[CH:35][N:14]3[C:15](=[O:34])[C:16](/[CH:25]=[CH:26]/[C:27]([O:29]C(C)(C)C)=[O:28])=[C:17]([N:19]4[CH2:24][CH2:23][O:22][CH2:21][CH2:20]4)[N:18]=[C:13]3[CH:12]=2)[S:7][CH:8]=1)([CH3:3])[CH3:2].Cl. (4) The reactants are S(Cl)([Cl:3])=O.[CH2:5]1[C:13]2[C:8](=[CH:9][C:10]([CH2:14]O)=[CH:11][CH:12]=2)[CH2:7][CH2:6]1. The catalyst is C(Cl)(Cl)Cl. The product is [Cl:3][CH2:14][C:10]1[CH:9]=[C:8]2[C:13](=[CH:12][CH:11]=1)[CH2:5][CH2:6][CH2:7]2. The yield is 0.990.